From a dataset of NCI-60 drug combinations with 297,098 pairs across 59 cell lines. Regression. Given two drug SMILES strings and cell line genomic features, predict the synergy score measuring deviation from expected non-interaction effect. Drug 1: CC=C1C(=O)NC(C(=O)OC2CC(=O)NC(C(=O)NC(CSSCCC=C2)C(=O)N1)C(C)C)C(C)C. Drug 2: C1CN1C2=NC(=NC(=N2)N3CC3)N4CC4. Cell line: U251. Synergy scores: CSS=56.5, Synergy_ZIP=2.40, Synergy_Bliss=2.16, Synergy_Loewe=-6.20, Synergy_HSA=4.56.